From a dataset of Reaction yield outcomes from USPTO patents with 853,638 reactions. Predict the reaction yield, written as a fraction of the theoretical maximum amount of product (1.0 means a 100% yield; for example, 0.34 means a 34% yield). (1) The reactants are Cl[C:2]1[C:7]([N+:8]([O-:10])=[O:9])=[CH:6][N:5]=[C:4]2[NH:11][CH:12]=[CH:13][C:3]=12.[CH:14]1([NH2:20])[CH2:19][CH2:18][CH2:17][CH2:16][CH2:15]1. The catalyst is CN(C=O)C. The product is [CH:14]1([NH:20][C:2]2[C:3]3[CH:13]=[CH:12][NH:11][C:4]=3[N:5]=[CH:6][C:7]=2[N+:8]([O-:10])=[O:9])[CH2:19][CH2:18][CH2:17][CH2:16][CH2:15]1. The yield is 0.570. (2) The reactants are [CH3:1][N:2]1[CH:6]=[C:5]([CH3:7])[N:4]=[N:3]1.[Li]CCCC.[CH2:13]([Sn:17](Cl)([CH2:22][CH2:23][CH2:24][CH3:25])[CH2:18][CH2:19][CH2:20][CH3:21])[CH2:14][CH2:15][CH3:16].[NH4+].[Cl-]. The catalyst is C1COCC1.O. The product is [CH3:1][N:2]1[C:6]([Sn:17]([CH2:18][CH2:19][CH2:20][CH3:21])([CH2:22][CH2:23][CH2:24][CH3:25])[CH2:13][CH2:14][CH2:15][CH3:16])=[C:5]([CH3:7])[N:4]=[N:3]1. The yield is 0.730.